This data is from Reaction yield outcomes from USPTO patents with 853,638 reactions. The task is: Predict the reaction yield, written as a fraction of the theoretical maximum amount of product (1.0 means a 100% yield; for example, 0.34 means a 34% yield). (1) The reactants are [NH2:1][C@@H:2]([CH2:32][C:33]1[CH:38]=[C:37]([F:39])[CH:36]=[C:35]([F:40])[CH:34]=1)[C@H:3]([OH:31])[CH2:4][NH:5][CH:6]1[C:15]2[C:10](=[CH:11][CH:12]=[C:13]([CH2:16][C:17]([CH3:20])([CH3:19])[CH3:18])[CH:14]=2)[N:9]([C:21]([O:23][CH2:24][C:25]2[CH:30]=[CH:29][CH:28]=[CH:27][CH:26]=2)=[O:22])[CH2:8][CH2:7]1.[C:41](N(C(=O)C)OC)(=[O:43])[CH3:42]. The catalyst is ClCCl. The product is [C:41]([NH:1][C@@H:2]([CH2:32][C:33]1[CH:38]=[C:37]([F:39])[CH:36]=[C:35]([F:40])[CH:34]=1)[C@H:3]([OH:31])[CH2:4][NH:5][CH:6]1[C:15]2[C:10](=[CH:11][CH:12]=[C:13]([CH2:16][C:17]([CH3:20])([CH3:19])[CH3:18])[CH:14]=2)[N:9]([C:21]([O:23][CH2:24][C:25]2[CH:26]=[CH:27][CH:28]=[CH:29][CH:30]=2)=[O:22])[CH2:8][CH2:7]1)(=[O:43])[CH3:42]. The yield is 0.990. (2) The reactants are [CH3:1][NH:2][C@H:3]([C:11](O)=[O:12])[CH2:4][C:5]1[CH:10]=[CH:9][CH:8]=[CH:7][CH:6]=1.[H-].[Al+3].[Li+].[H-].[H-].[H-].[OH-].[Na+]. The catalyst is C1COCC1. The product is [CH3:1][NH:2][C@@H:3]([CH2:4][C:5]1[CH:10]=[CH:9][CH:8]=[CH:7][CH:6]=1)[CH2:11][OH:12]. The yield is 0.960.